Dataset: Reaction yield outcomes from USPTO patents with 853,638 reactions. Task: Predict the reaction yield, written as a fraction of the theoretical maximum amount of product (1.0 means a 100% yield; for example, 0.34 means a 34% yield). (1) The reactants are Br[C:2]1[C:3]([O:18][CH2:19][CH3:20])=[CH:4][C:5]([O:8][CH2:9][C:10]2[CH:15]=[CH:14][C:13]([O:16][CH3:17])=[CH:12][CH:11]=2)=[N:6][CH:7]=1.[F:21][C:22]1[CH:27]=[C:26](B2OC(C)(C)C(C)(C)O2)[CH:25]=[CH:24][C:23]=1[CH2:37][C:38]([NH:40][C:41]1[O:45][N:44]=[C:43]([C:46]([CH3:52])([CH3:51])[C:47]([F:50])([F:49])[F:48])[CH:42]=1)=[O:39].C([O-])([O-])=O.[Cs+].[Cs+]. The catalyst is O.O1CCOCC1.C1C=CC(P(C2C=CC=CC=2)[C-]2C=CC=C2)=CC=1.C1C=CC(P(C2C=CC=CC=2)[C-]2C=CC=C2)=CC=1.Cl[Pd]Cl.[Fe+2]. The product is [CH2:19]([O:18][C:3]1[CH:4]=[C:5]([O:8][CH2:9][C:10]2[CH:15]=[CH:14][C:13]([O:16][CH3:17])=[CH:12][CH:11]=2)[N:6]=[CH:7][C:2]=1[C:26]1[CH:25]=[CH:24][C:23]([CH2:37][C:38]([NH:40][C:41]2[O:45][N:44]=[C:43]([C:46]([CH3:51])([CH3:52])[C:47]([F:50])([F:49])[F:48])[CH:42]=2)=[O:39])=[C:22]([F:21])[CH:27]=1)[CH3:20]. The yield is 0.330. (2) The reactants are [CH3:1][C:2]([CH3:23])([CH3:22])/[CH:3]=[CH:4]/[C:5]1[CH:6]=[C:7]([C:19]([OH:21])=O)[N:8]([CH2:10][C:11]2[C:16]([CH3:17])=[CH:15][CH:14]=[CH:13][C:12]=2[CH3:18])[N:9]=1.[N+:24]([C:27]1[CH:28]=[C:29]([S:33]([NH2:36])(=[O:35])=[O:34])[CH:30]=[CH:31][CH:32]=1)([O-:26])=[O:25].[CH3:37]N(C(ON1N=NC2C=CC=NC1=2)=[N+](C)C)C.F[P-](F)(F)(F)(F)F.C(N(C(C)C)C(C)C)C. The catalyst is CN(C)C=O. The product is [CH3:22][C:2]([CH3:1])([CH3:23])/[CH:3]=[CH:4]/[C:5]1[CH:6]=[C:7]([C:19]([NH:36][S:33]([C:29]2[CH:30]=[CH:31][CH:32]=[C:27]([N+:24]([O-:26])=[O:25])[CH:28]=2)(=[O:34])=[O:35])=[O:21])[N:8]([CH2:10][C:11]2[C:12]([CH3:18])=[CH:13][C:14]([CH3:37])=[CH:15][C:16]=2[CH3:17])[N:9]=1. The yield is 0.290. (3) The reactants are [NH2:1][C:2]1[N:7]=[C:6]([NH:8][C:9]2[CH:14]=[CH:13][C:12]([S:15][C:16]3[CH:21]=[CH:20][N:19]=[CH:18][CH:17]=3)=[C:11]([F:22])[CH:10]=2)[CH:5]=[C:4]([C:23]2[CH:28]=[CH:27][CH:26]=[C:25]([N+:29]([O-])=O)[CH:24]=2)[N:3]=1.[H][H]. The catalyst is [Pd].C(O)C.CCOC(C)=O. The product is [NH2:1][C:2]1[N:7]=[C:6]([NH:8][C:9]2[CH:14]=[CH:13][C:12]([S:15][C:16]3[CH:17]=[CH:18][N:19]=[CH:20][CH:21]=3)=[C:11]([F:22])[CH:10]=2)[CH:5]=[C:4]([C:23]2[CH:28]=[CH:27][CH:26]=[C:25]([NH2:29])[CH:24]=2)[N:3]=1. The yield is 0.640. (4) The catalyst is CN(C=O)C.C1COCC1.C(Cl)Cl.CO. The reactants are C(N1C[C@H](O)C[C@H]1C(O)=O)(OC(C)(C)C)=O.C(O[Na])(C)(C)C.Cl[C:24]1[C:33](C(F)(F)C=C)=[N:32][C:31]2[C:26](=[CH:27][CH:28]=[CH:29][CH:30]=2)[N:25]=1.[Si](C=[N+]=[N-])(C)(C)C. The product is [N:25]1[C:26]2[C:31](=[CH:30][CH:29]=[CH:28][CH:27]=2)[N:32]=[CH:33][CH:24]=1. The yield is 0.820. (5) The reactants are [CH3:1][C@H:2]1[CH2:7][NH:6][CH2:5][C@@H:4]([CH3:8])[NH:3]1.Cl[C:10]1[N:11]=[CH:12][C:13]([C:16]([NH:18][C:19]2[NH:20][N:21]=[C:22]([CH2:24][CH2:25][C:26]3[CH:31]=[C:30]([O:32][CH3:33])[CH:29]=[C:28]([O:34][CH3:35])[CH:27]=3)[CH:23]=2)=[O:17])=[N:14][CH:15]=1. The catalyst is CS(C)=O. The product is [CH3:33][O:32][C:30]1[CH:31]=[C:26]([CH2:25][CH2:24][C:22]2[CH:23]=[C:19]([NH:18][C:16]([C:13]3[CH:12]=[N:11][C:10]([N:6]4[CH2:5][C@H:4]([CH3:8])[NH:3][C@H:2]([CH3:1])[CH2:7]4)=[CH:15][N:14]=3)=[O:17])[NH:20][N:21]=2)[CH:27]=[C:28]([O:34][CH3:35])[CH:29]=1. The yield is 0.350. (6) The reactants are [CH2:1]([O:3][C:4](=[O:22])[C:5]([C:13](=[O:21])[C:14]1[CH:19]=[CH:18][CH:17]=[C:16]([CH3:20])[CH:15]=1)=[CH:6][C:7]1[CH:12]=[CH:11][CH:10]=[CH:9][CH:8]=1)[CH3:2].CS(O)(=O)=O.C(=O)(O)[O-].[Na+]. The catalyst is ClCCl. The product is [CH2:1]([O:3][C:4]([C:5]1[C:13](=[O:21])[C:14]2[C:19](=[CH:18][CH:17]=[C:16]([CH3:20])[CH:15]=2)[C:6]=1[C:7]1[CH:12]=[CH:11][CH:10]=[CH:9][CH:8]=1)=[O:22])[CH3:2]. The yield is 0.270. (7) The reactants are [CH3:1][C@@H:2]1[CH2:6][CH2:5][CH2:4][N:3]1[CH2:7][CH2:8][C:9]1[O:10][C:11]2[CH:17]=[CH:16][C:15]([C:18]3[CH:19]=[C:20]([CH:24]=[CH:25][CH:26]=3)[C:21](O)=[O:22])=[CH:14][C:12]=2[CH:13]=1.O1CCCC1. No catalyst specified. The product is [CH3:1][C@@H:2]1[CH2:6][CH2:5][CH2:4][N:3]1[CH2:7][CH2:8][C:9]1[O:10][C:11]2[CH:17]=[CH:16][C:15]([C:18]3[CH:19]=[C:20]([CH2:21][OH:22])[CH:24]=[CH:25][CH:26]=3)=[CH:14][C:12]=2[CH:13]=1. The yield is 0.130. (8) The reactants are [Cl:1][C:2]1[CH:3]=[C:4]([C:8]2[CH:9]=[C:10]3[C:14](=[CH:15][CH:16]=2)[N:13]=[CH:12][C:11]23[CH2:21][CH2:20][CH2:19][CH2:18][CH:17]2N[OH:23])[CH:5]=[CH:6][CH:7]=1.O.[NH2:25]N. The catalyst is C(O)C.[Ni]. The product is [OH-:23].[NH4+:13].[Cl:1][C:2]1[CH:3]=[C:4]([C:8]2[CH:9]=[C:10]3[C:14](=[CH:15][CH:16]=2)[N:13]=[C:12]([NH2:25])[C:11]23[CH2:21][CH2:20][CH2:19][CH2:18][CH2:17]2)[CH:5]=[CH:6][CH:7]=1. The yield is 0.00100. (9) The reactants are [F:1][CH2:2][CH:3]([N:5]1[C:13]2[C:8](=[CH:9][CH:10]=[CH:11][CH:12]=2)[CH2:7][C:6]1=[O:14])[CH3:4].[N+:15]([O-])([O-:17])=[O:16].[Na+]. The catalyst is FC(F)(F)C(O)=O. The product is [F:1][CH2:2][CH:3]([N:5]1[C:13]2[C:8](=[CH:9][C:10]([N+:15]([O-:17])=[O:16])=[CH:11][CH:12]=2)[CH2:7][C:6]1=[O:14])[CH3:4]. The yield is 0.370.